Dataset: Full USPTO retrosynthesis dataset with 1.9M reactions from patents (1976-2016). Task: Predict the reactants needed to synthesize the given product. (1) The reactants are: [C:1]1(=[O:11])[O:6][C:4](=[O:5])[C:3]2=[CH:7][CH:8]=[CH:9][CH:10]=[C:2]12.B([O:14][O-:15])=O.[Na+]. Given the product [CH:9]1[CH:10]=[C:2]([C:1]([OH:6])=[O:11])[C:3]([C:4]([O:14][OH:15])=[O:5])=[CH:7][CH:8]=1, predict the reactants needed to synthesize it. (2) Given the product [CH:3]1([CH2:9][C:10]#[C:11][Si:12]([C:11]#[C:10][CH2:9][CH:3]2[CH2:8][CH2:7][CH2:6][CH2:5][CH2:4]2)([CH2:15][CH3:16])[CH2:13][CH3:14])[CH2:8][CH2:7][CH2:6][CH2:5][CH2:4]1, predict the reactants needed to synthesize it. The reactants are: [OH-].[K+].[CH:3]1([C:9]#[C:10][CH3:11])[CH2:8][CH2:7][CH2:6][CH2:5][CH2:4]1.[SiH2:12]([CH2:15][CH3:16])[CH2:13][CH3:14]. (3) Given the product [F:8][C:4]1[CH:5]=[CH:6][CH:7]=[C:2]([F:1])[C:3]=1[N:9]1[C:14]2[N:15]=[C:16]([N:43]([CH2:42][CH2:41][CH2:40][N:39]([CH3:45])[CH3:38])[CH3:44])[N:17]=[C:18]([C:19]3[CH:20]=[C:21]([CH:30]=[CH:31][C:32]=3[CH3:33])[C:22]([NH:24][C:25]3[S:26][CH:27]=[CH:28][N:29]=3)=[O:23])[C:13]=2[CH:12]=[CH:11][C:10]1=[O:37], predict the reactants needed to synthesize it. The reactants are: [F:1][C:2]1[CH:7]=[CH:6][CH:5]=[C:4]([F:8])[C:3]=1[N:9]1[C:14]2[N:15]=[C:16](S(C)=O)[N:17]=[C:18]([C:19]3[CH:20]=[C:21]([CH:30]=[CH:31][C:32]=3[CH3:33])[C:22]([NH:24][C:25]3[S:26][CH:27]=[CH:28][N:29]=3)=[O:23])[C:13]=2[CH:12]=[CH:11][C:10]1=[O:37].[CH3:38][N:39]([CH3:45])[CH2:40][CH2:41][CH2:42][NH:43][CH3:44]. (4) Given the product [N:1]1([C:31]([O:30][CH2:29][CH:27]2[C:26]3[CH:25]=[CH:24][CH:23]=[CH:22][C:21]=3[C:20]3[C:28]2=[CH:16][CH:17]=[CH:18][CH:19]=3)=[O:32])[CH2:5][CH2:4][CH:3]2[CH2:6][N:7]([C:9]([O:11][C:12]([CH3:15])([CH3:14])[CH3:13])=[O:10])[CH2:8][CH:2]12, predict the reactants needed to synthesize it. The reactants are: [NH:1]1[CH2:5][CH2:4][CH:3]2[CH2:6][N:7]([C:9]([O:11][C:12]([CH3:15])([CH3:14])[CH3:13])=[O:10])[CH2:8][CH:2]12.[CH:16]1[C:28]2[CH:27]([CH2:29][O:30][C:31](ON3C(=O)CCC3=O)=[O:32])[C:26]3[C:21](=[CH:22][CH:23]=[CH:24][CH:25]=3)[C:20]=2[CH:19]=[CH:18][CH:17]=1.CCN(C(C)C)C(C)C. (5) Given the product [Br:10][CH2:9][C:5]1[CH:6]=[CH:7][CH:8]=[C:3]([CH2:2][O:16][C@H:13]2[CH2:14][CH2:15][O:11][CH2:12]2)[N:4]=1, predict the reactants needed to synthesize it. The reactants are: Br[CH2:2][C:3]1[CH:8]=[CH:7][CH:6]=[C:5]([CH2:9][Br:10])[N:4]=1.[O:11]1[CH2:15][CH2:14][C@H:13]([OH:16])[CH2:12]1.